Dataset: HIV replication inhibition screening data with 41,000+ compounds from the AIDS Antiviral Screen. Task: Binary Classification. Given a drug SMILES string, predict its activity (active/inactive) in a high-throughput screening assay against a specified biological target. The molecule is CNC(=O)CNC(=O)N(CC1CCCN1C(=O)C(CC(C)C)NC(=O)OC(C)(C)C)C(C)C. The result is 0 (inactive).